This data is from Full USPTO retrosynthesis dataset with 1.9M reactions from patents (1976-2016). The task is: Predict the reactants needed to synthesize the given product. (1) Given the product [O:49]1[CH2:50][CH2:51][CH:47]([NH:46][C:21]([C:17]2[N:18]([CH3:20])[N:19]=[C:15]([O:14][CH2:13][C:12]3[C:8]([C:5]4[CH:4]=[CH:3][C:2]([F:1])=[CH:7][CH:6]=4)=[N:9][O:10][C:11]=3[CH2:24][OH:25])[CH:16]=2)=[O:23])[CH2:48]1, predict the reactants needed to synthesize it. The reactants are: [F:1][C:2]1[CH:7]=[CH:6][C:5]([C:8]2[C:12]([CH2:13][O:14][C:15]3[CH:16]=[C:17]([C:21]([OH:23])=O)[N:18]([CH3:20])[N:19]=3)=[C:11]([CH2:24][OH:25])[O:10][N:9]=2)=[CH:4][CH:3]=1.O.ON1C2C=CC=CC=2N=N1.C(N(C(C)C)C(C)C)C.[NH2:46][CH:47]1[CH2:51][CH2:50][O:49][CH2:48]1.[Cl-].[Na+]. (2) Given the product [Cl:1][C:2]1[CH:7]=[CH:6][CH:5]=[C:4]([CH3:8])[C:3]=1[NH:9][C:10]1[NH:11][C:12]2[C:18]3[CH2:19][C:20]([CH3:23])([CH3:22])[O:21][C:17]=3[C:16]([C:24]([NH:34][C:33]3[CH:35]=[C:36]([C:39]([F:40])([F:41])[F:42])[CH:37]=[CH:38][C:32]=3[F:31])=[O:25])=[CH:15][C:13]=2[N:14]=1, predict the reactants needed to synthesize it. The reactants are: [Cl:1][C:2]1[CH:7]=[CH:6][CH:5]=[C:4]([CH3:8])[C:3]=1[NH:9][C:10]1[NH:11][C:12]2[C:18]3[CH2:19][C:20]([CH3:23])([CH3:22])[O:21][C:17]=3[C:16]([C:24](O)=[O:25])=[CH:15][C:13]=2[N:14]=1.S(Cl)(Cl)=O.[F:31][C:32]1[CH:38]=[CH:37][C:36]([C:39]([F:42])([F:41])[F:40])=[CH:35][C:33]=1[NH2:34].CCN(C(C)C)C(C)C.